Dataset: Full USPTO retrosynthesis dataset with 1.9M reactions from patents (1976-2016). Task: Predict the reactants needed to synthesize the given product. (1) Given the product [NH2:7][C:8]1[CH:13]=[CH:12][CH:11]=[CH:10][C:9]=1[NH:14][C:15]([C:17]1[CH:26]=[CH:25][C:20]2[N:21]=[C:22]([C:34]3[CH:33]=[CH:32][C:31]([O:30][C:29]([F:28])([F:39])[F:40])=[CH:38][CH:37]=3)[S:23][C:19]=2[CH:18]=1)=[O:16], predict the reactants needed to synthesize it. The reactants are: C(OC(=O)[NH:7][C:8]1[CH:13]=[CH:12][CH:11]=[CH:10][C:9]=1[NH:14][C:15]([C:17]1[CH:26]=[CH:25][C:20]2[N:21]=[C:22](N)[S:23][C:19]=2[CH:18]=1)=[O:16])(C)(C)C.[F:28][C:29]([F:40])([F:39])[O:30][C:31]1[CH:38]=[CH:37][C:34](C=O)=[CH:33][CH:32]=1.C([Sn](Cl)(Cl)CCCC)CCC.C1([SiH3])C=CC=CC=1. (2) Given the product [F:1][C:2]1[CH:10]=[N:9][CH:8]=[CH:7][C:3]=1[C:4]([NH2:13])=[O:5], predict the reactants needed to synthesize it. The reactants are: [F:1][C:2]1[CH:10]=[N:9][CH:8]=[CH:7][C:3]=1[C:4](O)=[O:5].ClC1N=C(OC)N=C(OC)[N:13]=1.CN1CCOCC1.FC1(F)OC2C=C(C)C(C3C=CC(N)=CC=3)=CC=2O1.C([O-])(O)=O.[Na+].CC(=O)OCC. (3) Given the product [C:25]([C:24]1[N:29]=[C:12]([C:9]2[CH:8]=[C:7]([O:15][CH2:16][C:17]([F:19])([F:18])[F:20])[C:6]([N:4]3[CH2:5][C:2]([F:1])([F:21])[CH2:3]3)=[CH:11][N:10]=2)[O:13][N:23]=1)([CH3:28])([CH3:27])[CH3:26], predict the reactants needed to synthesize it. The reactants are: [F:1][C:2]1([F:21])[CH2:5][N:4]([C:6]2[C:7]([O:15][CH2:16][C:17]([F:20])([F:19])[F:18])=[CH:8][C:9]([C:12](O)=[O:13])=[N:10][CH:11]=2)[CH2:3]1.O[N:23]=[C:24]([NH2:29])[C:25]([CH3:28])([CH3:27])[CH3:26].C(OCC)(=O)C. (4) Given the product [CH2:10]1[O:11][C:3]2[CH:2]=[CH:1][C:6]([CH2:7][NH:19][C@@H:14]3[CH2:15][CH2:16][CH2:17][CH2:18][C@H:13]3[NH:21][CH2:20][C:1]3[CH:6]=[CH:5][C:4]4[O:9][CH2:10][O:11][C:3]=4[CH:2]=3)=[CH:5][C:4]=2[O:9]1, predict the reactants needed to synthesize it. The reactants are: [CH:1]1[C:6]([CH:7]=O)=[CH:5][C:4]2[O:9][CH2:10][O:11][C:3]=2[CH:2]=1.N[CH:13]1[CH2:18][CH2:17][CH2:16][CH2:15][CH:14]1[NH2:19].[C:20]([BH3-])#[N:21].[Na+].